This data is from Reaction yield outcomes from USPTO patents with 853,638 reactions. The task is: Predict the reaction yield, written as a fraction of the theoretical maximum amount of product (1.0 means a 100% yield; for example, 0.34 means a 34% yield). (1) The reactants are [Br:1][C:2]1[CH:3]=[C:4]2[C:9](=[CH:10][CH:11]=1)[N:8]=[CH:7][C:6]([C:12](=[O:16])[CH2:13][CH2:14][CH3:15])=[C:5]2Cl.[NH2:18][C:19]1[CH:20]=[CH:21][C:22]([N:25]2[CH2:30][CH2:29][N:28]([C:31]([O:33][C:34]([CH3:37])([CH3:36])[CH3:35])=[O:32])[CH2:27][CH2:26]2)=[N:23][CH:24]=1. No catalyst specified. The product is [Br:1][C:2]1[CH:3]=[C:4]2[C:9](=[CH:10][CH:11]=1)[N:8]=[CH:7][C:6]([C:12](=[O:16])[CH2:13][CH2:14][CH3:15])=[C:5]2[NH:18][C:19]1[CH:20]=[CH:21][C:22]([N:25]2[CH2:30][CH2:29][N:28]([C:31]([O:33][C:34]([CH3:37])([CH3:36])[CH3:35])=[O:32])[CH2:27][CH2:26]2)=[N:23][CH:24]=1. The yield is 0.690. (2) The reactants are [CH3:22][C:17]1[CH:18]=[CH:19][CH:20]=[CH:21][C:16]=1P([C:16]1[CH:21]=[CH:20][CH:19]=[CH:18][C:17]=1[CH3:22])[C:16]1[CH:21]=[CH:20][CH:19]=[CH:18][C:17]=1[CH3:22].C(N(CC)C(C)C)(C)C.[O:32]1[CH:36]=[CH:35][CH2:34][CH2:33]1.C(OCC)(=[O:39])C. The catalyst is C1(C)C=CC=CC=1.CCCCCC.C1C=CC(/C=C/C(/C=C/C2C=CC=CC=2)=O)=CC=1.C1C=CC(/C=C/C(/C=C/C2C=CC=CC=2)=O)=CC=1.C1C=CC(/C=C/C(/C=C/C2C=CC=CC=2)=O)=CC=1.[Pd].[Pd]. The product is [O:32]1[CH:33]=[CH:34][CH2:35][CH:36]1[C:19]1[CH:18]=[C:17]([CH:16]=[CH:21][CH:20]=1)[CH:22]=[O:39]. The yield is 0.620. (3) The product is [N:14]1([C:11]2[CH:12]=[CH:13][C:8]3[N:9]([CH:19]=[C:6]([C:4]([OH:5])=[O:3])[N:7]=3)[CH:10]=2)[CH:18]=[CH:17][CH:16]=[N:15]1. The catalyst is Cl. The yield is 0.585. The reactants are C([O:3][C:4]([C:6]1[N:7]=[C:8]2[CH:13]=[CH:12][C:11]([N:14]3[CH:18]=[CH:17][CH:16]=[N:15]3)=[CH:10][N:9]2[CH:19]=1)=[O:5])C. (4) The reactants are [N:1]1([C:12]([C:14]2[CH:19]=[CH:18][C:17]([CH2:20][CH2:21][C:22](O)=[O:23])=[CH:16][CH:15]=2)=[O:13])[CH2:7][CH2:6][CH2:5][CH2:4][C:3]2[CH:8]=[CH:9][CH:10]=[CH:11][C:2]1=2.S(Cl)(Cl)=O.[CH2:29]([NH2:36])[C:30]1[CH:35]=[CH:34][CH:33]=[CH:32][CH:31]=1.C(N(CC)CC)C. The catalyst is ClCCl. The product is [CH2:29]([NH:36][C:22](=[O:23])[CH2:21][CH2:20][C:17]1[CH:16]=[CH:15][C:14]([C:12]([N:1]2[CH2:7][CH2:6][CH2:5][CH2:4][C:11]3[CH:10]=[CH:9][CH:8]=[CH:3][C:2]2=3)=[O:13])=[CH:19][CH:18]=1)[C:30]1[CH:35]=[CH:34][CH:33]=[CH:32][CH:31]=1. The yield is 0.500. (5) The catalyst is O1CCOCC1.Cl[Pd](Cl)([P](C1C=CC=CC=1)(C1C=CC=CC=1)C1C=CC=CC=1)[P](C1C=CC=CC=1)(C1C=CC=CC=1)C1C=CC=CC=1.[Cu]I. The product is [CH3:20][N:11]1[CH:12]=[C:13]([C:14]2[CH:15]=[CH:16][N:17]=[CH:18][CH:19]=2)[C:9]([C:6]2[N:7]=[CH:8][C:3]([C:1]#[C:2][C:22]3[CH:31]=[CH:30][C:29]4[C:24](=[CH:25][CH:26]=[CH:27][CH:28]=4)[N:23]=3)=[CH:4][CH:5]=2)=[N:10]1. The reactants are [C:1]([C:3]1[CH:4]=[CH:5][C:6]([C:9]2[C:13]([C:14]3[CH:19]=[CH:18][N:17]=[CH:16][CH:15]=3)=[CH:12][N:11]([CH3:20])[N:10]=2)=[N:7][CH:8]=1)#[CH:2].Br[C:22]1[CH:31]=[CH:30][C:29]2[C:24](=[CH:25][CH:26]=[CH:27][CH:28]=2)[N:23]=1.O. The yield is 0.720. (6) The reactants are C(N(CC)CC)C.[C:8]([O:12][C:13]([N:15]([CH2:17][C:18]1[CH:29]=[CH:28][CH:27]=[C:26]([C:30](=[O:36])N(CC)CC)[C:19]=1[CH2:20]OS(C)(=O)=O)[CH3:16])=[O:14])([CH3:11])([CH3:10])[CH3:9].Cl.[NH2:38][CH:39]1[CH2:45][CH2:44][C:43](=[O:46])[NH:42][C:40]1=[O:41].C(O)(=O)C. The catalyst is C(#N)C. The product is [C:8]([O:12][C:13](=[O:14])[N:15]([CH2:17][C:18]1[CH:29]=[CH:28][CH:27]=[C:26]2[C:19]=1[CH2:20][N:38]([CH:39]1[CH2:45][CH2:44][C:43](=[O:46])[NH:42][C:40]1=[O:41])[C:30]2=[O:36])[CH3:16])([CH3:11])([CH3:9])[CH3:10]. The yield is 0.570. (7) The reactants are [C:1]([C:3]1[CH:9]=[CH:8][C:6]([NH2:7])=[CH:5][CH:4]=1)#[CH:2].CCN(C(C)C)C(C)C.[C:19](Cl)([O:21][CH2:22][CH:23]1[C:35]2[C:30](=[CH:31][CH:32]=[CH:33][CH:34]=2)[C:29]2[C:24]1=[CH:25][CH:26]=[CH:27][CH:28]=2)=[O:20]. The catalyst is C(Cl)Cl. The product is [C:19]([NH:7][C:6]1[CH:8]=[CH:9][C:3]([C:1]#[CH:2])=[CH:4][CH:5]=1)([O:21][CH2:22][CH:23]1[C:24]2[C:29](=[CH:28][CH:27]=[CH:26][CH:25]=2)[C:30]2[C:35]1=[CH:34][CH:33]=[CH:32][CH:31]=2)=[O:20]. The yield is 0.830.